This data is from Peptide-MHC class II binding affinity with 134,281 pairs from IEDB. The task is: Regression. Given a peptide amino acid sequence and an MHC pseudo amino acid sequence, predict their binding affinity value. This is MHC class II binding data. (1) The peptide sequence is NPRQAYANYRDIDLG. The MHC is DRB3_0101 with pseudo-sequence DRB3_0101. The binding affinity (normalized) is 0.197. (2) The peptide sequence is RNGGEIGAVALDYPS. The MHC is DRB5_0101 with pseudo-sequence DRB5_0101. The binding affinity (normalized) is 0. (3) The peptide sequence is AVSTAAVAAAPQTTP. The MHC is HLA-DPA10201-DPB10501 with pseudo-sequence HLA-DPA10201-DPB10501. The binding affinity (normalized) is 0. (4) The peptide sequence is LSPISNMVSMANNHM. The MHC is HLA-DPA10201-DPB11401 with pseudo-sequence HLA-DPA10201-DPB11401. The binding affinity (normalized) is 0.0574. (5) The peptide sequence is MRIYCSLFKNVRL. The MHC is DRB1_0401 with pseudo-sequence DRB1_0401. The binding affinity (normalized) is 0.181. (6) The peptide sequence is IVQKRGIVKENIIDLT. The MHC is DRB4_0101 with pseudo-sequence DRB4_0103. The binding affinity (normalized) is 0.507. (7) The peptide sequence is TCAKSMSLFEVDQTKKK. The MHC is HLA-DQA10103-DQB10603 with pseudo-sequence HLA-DQA10103-DQB10603. The binding affinity (normalized) is 0.320.